From a dataset of Full USPTO retrosynthesis dataset with 1.9M reactions from patents (1976-2016). Predict the reactants needed to synthesize the given product. (1) Given the product [C:13]([O:1][C:2]1[CH:10]=[CH:9][C:5]([C:6]([OH:8])=[O:7])=[CH:4][CH:3]=1)(=[O:23])[CH2:14][CH2:15][CH2:16][CH2:17][CH2:18][CH2:19][CH2:20][CH2:21][CH3:22], predict the reactants needed to synthesize it. The reactants are: [OH:1][C:2]1[CH:10]=[CH:9][C:5]([C:6]([OH:8])=[O:7])=[CH:4][CH:3]=1.[OH-].[Na+].[C:13](Cl)(=[O:23])[CH2:14][CH2:15][CH2:16][CH2:17][CH2:18][CH2:19][CH2:20][CH2:21][CH3:22].Cl. (2) Given the product [CH3:25][C:22]1[CH:23]=[CH:24][C:19]([S:16]([N:6]([C@H:7]([C:13]([OH:15])=[O:14])[CH2:8][CH2:9][CH2:10][CH2:11][NH:12][C:32]([CH2:31][NH:28][C:29]2[CH:30]=[CH:42][CH:41]=[CH:40][CH:44]=2)=[O:33])[CH2:2][CH:3]([CH3:4])[CH3:5])(=[O:18])=[O:17])=[CH:20][CH:21]=1, predict the reactants needed to synthesize it. The reactants are: [K+].[CH2:2]([N:6]([S:16]([C:19]1[CH:24]=[CH:23][C:22]([CH3:25])=[CH:21][CH:20]=1)(=[O:18])=[O:17])[C@H:7]([C:13]([O-:15])=[O:14])[CH2:8][CH2:9][CH2:10][CH2:11][NH2:12])[CH:3]([CH3:5])[CH3:4].CC[N:28]([CH2:31][CH2:32][OH:33])[CH2:29][CH3:30].ClCC(Cl)=O.Cl.[CH2:40]1[CH2:44]O[CH2:42][CH2:41]1. (3) Given the product [Cl:1][CH2:2][CH2:3][C:4]1[CH:5]=[CH:6][C:7]2[O:12][CH2:11][C:10](=[O:13])[N:9]([CH3:18])[C:8]=2[CH:14]=1, predict the reactants needed to synthesize it. The reactants are: [Cl:1][CH2:2][CH2:3][C:4]1[CH:5]=[CH:6][C:7]2[O:12][CH2:11][C:10](=[O:13])[NH:9][C:8]=2[CH:14]=1.[H-].[Na+].I[CH3:18]. (4) Given the product [CH3:13][O:14][C:15]1[CH:20]=[CH:19][C:18]([C:21]2[N:22]=[C:23]([CH:34]3[CH2:39][CH2:38][N:37]([C:5](=[O:11])[N:54]([CH:48]4[CH2:53][CH2:52][CH2:51][CH2:50][CH2:49]4)[OH:55])[CH2:36][CH2:35]3)[O:24][C:25]=2[C:26]2[CH:31]=[CH:30][C:29]([O:32][CH3:33])=[CH:28][CH:27]=2)=[CH:17][CH:16]=1, predict the reactants needed to synthesize it. The reactants are: ClC(Cl)(O[C:5](=[O:11])OC(Cl)(Cl)Cl)Cl.[CH3:13][O:14][C:15]1[CH:20]=[CH:19][C:18]([C:21]2[N:22]=[C:23]([CH:34]3[CH2:39][CH2:38][NH:37][CH2:36][CH2:35]3)[O:24][C:25]=2[C:26]2[CH:31]=[CH:30][C:29]([O:32][CH3:33])=[CH:28][CH:27]=2)=[CH:17][CH:16]=1.C(N(CC)CC)C.Cl.[CH:48]1([NH:54][OH:55])[CH2:53][CH2:52][CH2:51][CH2:50][CH2:49]1.[Cl-].[NH4+].